From a dataset of Reaction yield outcomes from USPTO patents with 853,638 reactions. Predict the reaction yield, written as a fraction of the theoretical maximum amount of product (1.0 means a 100% yield; for example, 0.34 means a 34% yield). (1) The reactants are [N+:1]([C:4]1[CH:5]=[C:6]([C:10]2[CH:14]=[CH:13][NH:12][N:11]=2)[CH:7]=[CH:8][CH:9]=1)([O-])=O. The catalyst is CO.[Pd]. The product is [NH:12]1[CH:13]=[CH:14][C:10]([C:6]2[CH:5]=[C:4]([NH2:1])[CH:9]=[CH:8][CH:7]=2)=[N:11]1. The yield is 0.960. (2) The reactants are [NH:1]1[C:9]2[C:4](=[CH:5][CH:6]=[C:7]([C:10]([OH:12])=O)[CH:8]=2)[CH:3]=[CH:2]1.[NH2:13][C:14]1[CH:26]=[CH:25][C:17]([C:18]([O:20][C:21]([CH3:24])([CH3:23])[CH3:22])=[O:19])=[CH:16][CH:15]=1.CN1CCOCC1.F[P-](F)(F)(F)(F)F.N1(OC(N(C)C)=[N+](C)C)C2N=CC=CC=2N=N1. The catalyst is CN(C)C=O.CN(C)C1C=CN=CC=1. The product is [C:21]([O:20][C:18](=[O:19])[C:17]1[CH:16]=[CH:15][C:14]([NH:13][C:10]([C:7]2[CH:8]=[C:9]3[C:4]([CH:3]=[CH:2][NH:1]3)=[CH:5][CH:6]=2)=[O:12])=[CH:26][CH:25]=1)([CH3:24])([CH3:22])[CH3:23]. The yield is 0.300. (3) The reactants are [NH2:1][CH2:2][CH:3]1[CH2:8][CH2:7][CH2:6][N:5]([C:9]([O:11][C:12]([CH3:15])([CH3:14])[CH3:13])=[O:10])[CH2:4]1.[Br:16][C:17]1[CH:22]=[C:21](Cl)[C:20]([N+:24]([O-:26])=[O:25])=[CH:19][N:18]=1.C(N(CC)CC)C. The catalyst is C(#N)C. The product is [Br:16][C:17]1[CH:22]=[C:21]([NH:1][CH2:2][CH:3]2[CH2:8][CH2:7][CH2:6][N:5]([C:9]([O:11][C:12]([CH3:15])([CH3:14])[CH3:13])=[O:10])[CH2:4]2)[C:20]([N+:24]([O-:26])=[O:25])=[CH:19][N:18]=1. The yield is 0.950. (4) The reactants are [CH3:1][S:2]([NH:5][C:6]1[CH:7]=[C:8]2[C:12](=[CH:13][CH:14]=1)[N:11]([CH2:15][C:16]([OH:18])=[O:17])[C:10](=[O:19])[C:9]2=[O:20])(=[O:4])=[O:3].[Cl:21][C:22]1[CH:23]=[N+:24]([O-:47])[CH:25]=[C:26]([Cl:46])[C:27]=1[CH2:28][C@@H:29]([C:31]1[CH:36]=[CH:35][C:34]([O:37][CH:38]([F:40])[F:39])=[C:33]([O:41][CH2:42][CH:43]2[CH2:45][CH2:44]2)[CH:32]=1)O.C(Cl)CCl. The catalyst is CN(C1C=CN=CC=1)C.C(Cl)Cl. The product is [Cl:21][C:22]1[CH:23]=[N+:24]([O-:47])[CH:25]=[C:26]([Cl:46])[C:27]=1[CH2:28][C@@H:29]([C:31]1[CH:36]=[CH:35][C:34]([O:37][CH:38]([F:40])[F:39])=[C:33]([O:41][CH2:42][CH:43]2[CH2:45][CH2:44]2)[CH:32]=1)[O:17][C:16](=[O:18])[CH2:15][N:11]1[C:12]2[C:8](=[CH:7][C:6]([NH:5][S:2]([CH3:1])(=[O:3])=[O:4])=[CH:14][CH:13]=2)[C:9](=[O:20])[C:10]1=[O:19]. The yield is 0.0400. (5) The reactants are [C:1]([N:8]1[CH2:13][CH2:12][NH:11][CH2:10][CH2:9]1)([O:3][C:4]([CH3:7])([CH3:6])[CH3:5])=[O:2].[CH:14]([N:17]1[C:21]([N:22]2[N:31]=[C:30]3[C:24]([CH2:25][CH2:26][O:27][C:28]4[CH:35]=[CH:34][C:33]([C:36](O)=[O:37])=[CH:32][C:29]=43)=[CH:23]2)=[N:20][CH:19]=[N:18]1)([CH3:16])[CH3:15].CCN=C=NCCCN(C)C.C1C=CC2N(O)N=NC=2C=1.C(N(CC)CC)C. The catalyst is CN(C=O)C. The product is [C:4]([O:3][C:1]([N:8]1[CH2:9][CH2:10][N:11]([C:36]([C:33]2[CH:34]=[CH:35][C:28]3[O:27][CH2:26][CH2:25][C:24]4[C:30](=[N:31][N:22]([C:21]5[N:17]([CH:14]([CH3:15])[CH3:16])[N:18]=[CH:19][N:20]=5)[CH:23]=4)[C:29]=3[CH:32]=2)=[O:37])[CH2:12][CH2:13]1)=[O:2])([CH3:7])([CH3:6])[CH3:5]. The yield is 0.960. (6) The reactants are [Cl:1][C:2]1[CH:7]=[C:6]([NH:8][C:9]2[C:18]3[C:13](=[CH:14][CH:15]=[CH:16][C:17]=3[O:19][CH2:20][C@H:21]([NH:23][CH3:24])[CH3:22])[N:12]=[CH:11][N:10]=2)[CH:5]=[CH:4][C:3]=1[OH:25].[C:26]([OH:29])(=O)[CH3:27]. No catalyst specified. The product is [Cl:1][C:2]1[CH:7]=[C:6]([NH:8][C:9]2[C:18]3[C:13](=[CH:14][CH:15]=[CH:16][C:17]=3[O:19][CH2:20][C@H:21]([N:23]([CH3:24])[C:26](=[O:29])[CH3:27])[CH3:22])[N:12]=[CH:11][N:10]=2)[CH:5]=[CH:4][C:3]=1[OH:25]. The yield is 1.00. (7) The reactants are Cl.[F:2][CH2:3][CH2:4][NH2:5].[CH3:6]CN(C(C)C)C(C)C.C(Cl)(Cl)=S.[Br:19][C:20]1[CH:21]=[C:22]([NH2:27])[C:23]([NH2:26])=[CH:24][CH:25]=1. The catalyst is [Hg]=O.C1COCC1.C(Cl)Cl. The product is [Br:19][C:20]1[CH:25]=[CH:24][C:23]2[NH:26][C:6]([NH:5][CH2:4][CH2:3][F:2])=[N:27][C:22]=2[CH:21]=1. The yield is 0.530. (8) The reactants are [NH2:1][C:2]1[CH:3]=[C:4]([C:9]2[S:13][C:12]([C:14]3([OH:18])[CH2:17][CH2:16][CH2:15]3)=[N:11][CH:10]=2)[CH:5]=[C:6]([Cl:8])[CH:7]=1.Cl[C:20]1[N:25]=[C:24]([C:26]([F:29])([F:28])[F:27])[CH:23]=[CH:22][N:21]=1.CC1(C)C2C(=C(P(C3C=CC=CC=3)C3C=CC=CC=3)C=CC=2)OC2C(P(C3C=CC=CC=3)C3C=CC=CC=3)=CC=CC1=2.C(=O)([O-])[O-].[Cs+].[Cs+]. The catalyst is C(OCC)(=O)C.C([O-])(=O)C.[Pd+2].C([O-])(=O)C.O1CCOCC1. The product is [Cl:8][C:6]1[CH:5]=[C:4]([C:9]2[S:13][C:12]([C:14]3([OH:18])[CH2:17][CH2:16][CH2:15]3)=[N:11][CH:10]=2)[CH:3]=[C:2]([NH:1][C:20]2[N:25]=[C:24]([C:26]([F:29])([F:28])[F:27])[CH:23]=[CH:22][N:21]=2)[CH:7]=1. The yield is 0.558. (9) The reactants are [H-].[Na+].[CH2:3]([O:10][CH2:11][CH2:12][OH:13])[C:4]1[CH:9]=[CH:8][CH:7]=[CH:6][CH:5]=1.[Cl:14][C:15]1[CH:20]=[C:19]([N+]([O-])=O)[CH:18]=[CH:17][N:16]=1. The catalyst is C1COCC1. The product is [CH2:3]([O:10][CH2:11][CH2:12][O:13][C:19]1[CH:18]=[CH:17][N:16]=[C:15]([Cl:14])[CH:20]=1)[C:4]1[CH:9]=[CH:8][CH:7]=[CH:6][CH:5]=1. The yield is 0.960. (10) The reactants are C([O:3][C:4](=[O:29])[C:5]1[CH:10]=[CH:9][CH:8]=[C:7]([C:11]2[C:20]3[C:15](=[CH:16][CH:17]=[C:18]([C:21]4[CH:22]=[N:23][C:24]([O:27][CH3:28])=[CH:25][CH:26]=4)[CH:19]=3)[N:14]=[CH:13][N:12]=2)[CH:6]=1)C.O[Li].O. The catalyst is O1CCOCC1. The product is [CH3:28][O:27][C:24]1[N:23]=[CH:22][C:21]([C:18]2[CH:19]=[C:20]3[C:15](=[CH:16][CH:17]=2)[N:14]=[CH:13][N:12]=[C:11]3[C:7]2[CH:6]=[C:5]([CH:10]=[CH:9][CH:8]=2)[C:4]([OH:29])=[O:3])=[CH:26][CH:25]=1. The yield is 0.920.